Dataset: CYP1A2 inhibition data for predicting drug metabolism from PubChem BioAssay. Task: Regression/Classification. Given a drug SMILES string, predict its absorption, distribution, metabolism, or excretion properties. Task type varies by dataset: regression for continuous measurements (e.g., permeability, clearance, half-life) or binary classification for categorical outcomes (e.g., BBB penetration, CYP inhibition). Dataset: cyp1a2_veith. (1) The molecule is CCCC[N+]1(C)[C@H]2CC(OC(=O)[C@@H](CO)c3ccccc3)C[C@@H]1[C@@H]1O[C@@H]12. The result is 0 (non-inhibitor). (2) The compound is O=c1nc(N2CCOCC2)ccn1-c1nc(-c2ccccc2)oc1-c1ccccc1. The result is 0 (non-inhibitor). (3) The drug is CCCCCC1=C2CNC(CCC)(C(=O)OC)C=C2C(C)C1=O. The result is 1 (inhibitor). (4) The molecule is C[C@H]1COC(=O)[C@H](Cc2ccccc2)NC(=O)[C@@H](C)COC(=O)[C@H](Cc2ccccc2)NC1=O. The result is 0 (non-inhibitor). (5) The molecule is CCOC(=O)CSC1=C(C#N)C(c2sccc2C)C(C(C)=O)=C(C)N1. The result is 1 (inhibitor). (6) The compound is CCO[C@H](c1cc(OC)cc([N+](=O)[O-])c1OC)[C@H](C)/C=C\CC(=O)OC. The result is 0 (non-inhibitor). (7) The compound is CCOC(=O)N/N=C1/C[C@@H](O)[C@@H](O)[C@@H]2[C@@H]3C(=O)N([C@@H](C)c4ccccc4)C(=O)[C@H]3CC[C@@H]12. The result is 0 (non-inhibitor).